Predict the product of the given reaction. From a dataset of Forward reaction prediction with 1.9M reactions from USPTO patents (1976-2016). (1) Given the reactants [Cl:1][C:2]1[N:3]([S:16]([C:19]2[CH:24]=[CH:23][CH:22]=[CH:21][CH:20]=2)(=[O:18])=[O:17])[C:4]([C:10]2[CH:15]=[CH:14][CH:13]=[CH:12][CH:11]=2)=[C:5]([F:9])[C:6]=1[CH2:7][OH:8].C[N+]1([O-])CCOCC1, predict the reaction product. The product is: [Cl:1][C:2]1[N:3]([S:16]([C:19]2[CH:24]=[CH:23][CH:22]=[CH:21][CH:20]=2)(=[O:18])=[O:17])[C:4]([C:10]2[CH:11]=[CH:12][CH:13]=[CH:14][CH:15]=2)=[C:5]([F:9])[C:6]=1[CH:7]=[O:8]. (2) Given the reactants Br[C:2]1[CH:3]=[C:4]2[C:8](=[C:9]([C:11]([NH2:13])=[O:12])[CH:10]=1)[NH:7][CH:6]=[C:5]2[CH:14]1[CH2:18][CH2:17][S:16](=[O:20])(=[O:19])[CH2:15]1.[F:21][C:22]1[CH:27]=[CH:26][C:25](B(O)O)=[CH:24][CH:23]=1.C(=O)([O-])[O-].[K+].[K+], predict the reaction product. The product is: [O:19]=[S:16]1(=[O:20])[CH2:17][CH2:18][CH:14]([C:5]2[C:4]3[C:8](=[C:9]([C:11]([NH2:13])=[O:12])[CH:10]=[C:2]([C:25]4[CH:26]=[CH:27][C:22]([F:21])=[CH:23][CH:24]=4)[CH:3]=3)[NH:7][CH:6]=2)[CH2:15]1. (3) Given the reactants C=O.Cl.[NH:4]1[CH2:9][CH2:8][CH:7]([N:10]2[C:18]3[C:13](=[CH:14][CH:15]=[CH:16][CH:17]=3)[C:12]([CH2:19][C:20]([NH2:22])=[O:21])=[N:11]2)[CH2:6][CH2:5]1.[BH3-][C:24]#N.[Na+].C([O-])(O)=O.[Na+], predict the reaction product. The product is: [CH3:24][N:4]1[CH2:9][CH2:8][CH:7]([N:10]2[C:18]3[C:13](=[CH:14][CH:15]=[CH:16][CH:17]=3)[C:12]([CH2:19][C:20]([NH2:22])=[O:21])=[N:11]2)[CH2:6][CH2:5]1. (4) The product is: [NH2:32][C:4]1[S:3][C:2]([C:42]2[C:43]([C:47]([F:49])([F:50])[F:48])=[CH:44][CH:45]=[CH:46][C:41]=2[F:40])=[N:6][C:5]=1[C:7]([NH:8][C:9]1[CH:10]=[N:11][N:12]([CH3:30])[C:13]=1[C@@H:14]1[CH2:20][CH2:19][C@@H:18]([NH2:21])[C@@H:17]([F:29])[CH2:16][O:15]1)=[O:31]. Given the reactants Br[C:2]1[S:3][C:4]([NH:32]C(=O)OC(C)(C)C)=[C:5]([C:7](=[O:31])[NH:8][C:9]2[CH:10]=[N:11][N:12]([CH3:30])[C:13]=2[C@@H:14]2[CH2:20][CH2:19][C@@H:18]([NH:21]C(OC(C)(C)C)=O)[C@@H:17]([F:29])[CH2:16][O:15]2)[N:6]=1.[F:40][C:41]1[CH:46]=[CH:45][CH:44]=[C:43]([C:47]([F:50])([F:49])[F:48])[C:42]=1B(O)O, predict the reaction product.